This data is from Reaction yield outcomes from USPTO patents with 853,638 reactions. The task is: Predict the reaction yield, written as a fraction of the theoretical maximum amount of product (1.0 means a 100% yield; for example, 0.34 means a 34% yield). The reactants are [C:1]([O:6][C@@H:7]1[C@@H:15]([CH2:16][CH2:17][OH:18])[C:14](=[O:19])[O:13][CH2:12][C@H:11]([NH:20][C:21]([O:23][C:24]([CH3:27])([CH3:26])[CH3:25])=[O:22])[C:10](=[O:28])[O:9][C@H:8]1[CH3:29])(=[O:5])[CH:2]([CH3:4])[CH3:3].[CH3:30]N(C1C2C(N(C)C)=CC=CC=2C=CC=1)C.[O-]S([O-])(=O)=O.[Na+].[Na+].F[B-](F)(F)F.C[O+](C)C. The catalyst is C(Cl)Cl.CCOC(C)=O. The product is [C:1]([O:6][C@@H:7]1[C@@H:15]([CH2:16][CH2:17][O:18][CH3:30])[C:14](=[O:19])[O:13][CH2:12][C@H:11]([NH:20][C:21]([O:23][C:24]([CH3:26])([CH3:25])[CH3:27])=[O:22])[C:10](=[O:28])[O:9][C@H:8]1[CH3:29])(=[O:5])[CH:2]([CH3:4])[CH3:3]. The yield is 0.710.